From a dataset of Reaction yield outcomes from USPTO patents with 853,638 reactions. Predict the reaction yield, written as a fraction of the theoretical maximum amount of product (1.0 means a 100% yield; for example, 0.34 means a 34% yield). (1) The reactants are [CH3:1][O:2][C@H:3]([CH3:13])[C@H:4]([NH:11][CH3:12])[CH2:5][N:6]1[CH2:10][CH2:9][CH2:8][CH2:7]1.CCN(C(C)C)C(C)C.[F:23][C:24]1[CH:32]=[CH:31][C:27]([C:28](Cl)=[O:29])=[CH:26][C:25]=1[CH3:33]. The catalyst is C(Cl)Cl. The product is [F:23][C:24]1[CH:32]=[CH:31][C:27]([C:28]([N:11]([C@@H:4]([C@H:3]([O:2][CH3:1])[CH3:13])[CH2:5][N:6]2[CH2:10][CH2:9][CH2:8][CH2:7]2)[CH3:12])=[O:29])=[CH:26][C:25]=1[CH3:33]. The yield is 0.740. (2) The reactants are Br[C:2]1[CH:3]=[C:4]([CH3:14])[C:5]2[NH:9][C:8]([CH2:10][CH2:11][CH3:12])=[N:7][C:6]=2[CH:13]=1.C([Sn](CCCC)(CCCC)[C:20]1[O:21][CH:22]=[CH:23][CH:24]=1)CCC.O. The catalyst is C1(C)C=CC=CC=1.C1C=CC([P]([Pd]([P](C2C=CC=CC=2)(C2C=CC=CC=2)C2C=CC=CC=2)([P](C2C=CC=CC=2)(C2C=CC=CC=2)C2C=CC=CC=2)[P](C2C=CC=CC=2)(C2C=CC=CC=2)C2C=CC=CC=2)(C2C=CC=CC=2)C2C=CC=CC=2)=CC=1. The product is [O:21]1[CH:22]=[CH:23][CH:24]=[C:20]1[C:2]1[CH:3]=[C:4]([CH3:14])[C:5]2[NH:9][C:8]([CH2:10][CH2:11][CH3:12])=[N:7][C:6]=2[CH:13]=1. The yield is 0.300. (3) The reactants are [Cl:1][C:2]1[CH:3]=[CH:4][C:5]([CH2:17][N:18]2[CH2:23][CH2:22][NH:21][CH2:20][CH2:19]2)=[C:6]([N:8]2[CH2:13][CH2:12][N:11]([C:14](=[O:16])[CH3:15])[CH2:10][CH2:9]2)[CH:7]=1.[C:24](=O)([O:33]N1C(=O)CCC1=O)[O:25][N:26]1[C:30](=[O:31])[CH2:29][CH2:28][C:27]1=[O:32].C(N(CC)CC)C. The catalyst is CC#N. The product is [C:14]([N:11]1[CH2:12][CH2:13][N:8]([C:6]2[CH:7]=[C:2]([Cl:1])[CH:3]=[CH:4][C:5]=2[CH2:17][N:18]2[CH2:19][CH2:20][N:21]([C:24]([O:25][N:26]3[C:30](=[O:31])[CH2:29][CH2:28][C:27]3=[O:32])=[O:33])[CH2:22][CH2:23]2)[CH2:9][CH2:10]1)(=[O:16])[CH3:15]. The yield is 0.420. (4) The reactants are [O:1]([C:8]1[CH:13]=[CH:12][C:11]([C:14]2[N:18]=[C:17]([C:19]3[CH:28]=[CH:27][C:22]([C:23]([O:25]C)=[O:24])=[CH:21][CH:20]=3)[O:16][N:15]=2)=[CH:10][CH:9]=1)[C:2]1[CH:7]=[CH:6][CH:5]=[CH:4][CH:3]=1.[OH-].[Na+].O1CCCC1.Cl. The catalyst is CO. The product is [O:1]([C:8]1[CH:9]=[CH:10][C:11]([C:14]2[N:18]=[C:17]([C:19]3[CH:28]=[CH:27][C:22]([C:23]([OH:25])=[O:24])=[CH:21][CH:20]=3)[O:16][N:15]=2)=[CH:12][CH:13]=1)[C:2]1[CH:7]=[CH:6][CH:5]=[CH:4][CH:3]=1. The yield is 0.910. (5) The reactants are Br[C:2]1[CH2:7][C:6]([CH3:9])([CH3:8])[CH2:5][C:4](=[O:10])[CH:3]=1.[CH:11]1[C:19]2[C:18]3[CH:20]=[CH:21][CH:22]=[CH:23][C:17]=3[O:16][C:15]=2[C:14](B(O)O)=[CH:13][CH:12]=1. No catalyst specified. The product is [CH:11]1[C:19]2[C:18]3[CH:20]=[CH:21][CH:22]=[CH:23][C:17]=3[O:16][C:15]=2[C:14]([C:2]2[CH2:7][C:6]([CH3:9])([CH3:8])[CH2:5][C:4](=[O:10])[CH:3]=2)=[CH:13][CH:12]=1. The yield is 0.960.